From a dataset of Cav3 T-type calcium channel HTS with 100,875 compounds. Binary Classification. Given a drug SMILES string, predict its activity (active/inactive) in a high-throughput screening assay against a specified biological target. (1) The compound is O=C(Nc1cc2CCCc2cc1)Cn1nc(nn1)c1ccncc1. The result is 0 (inactive). (2) The molecule is O1C(CN(CC1C)C(=O)c1cc2OCOc2cc1)C. The result is 0 (inactive). (3) The molecule is s1c2c(CCC2)c(c1NC(=O)CN1C(CCCC1)C)C#N. The result is 0 (inactive). (4) The molecule is O=C1CC(CC(NCCN2CCN(CC2)C(=O)Nc2ccccc2)=C1)(C)C. The result is 0 (inactive).